From a dataset of Catalyst prediction with 721,799 reactions and 888 catalyst types from USPTO. Predict which catalyst facilitates the given reaction. (1) Reactant: [O:1]=[C:2]([C:8]1[CH:13]=[CH:12][C:11]([NH:14][S:15]([C:18]2[CH:23]=[CH:22][C:21]([O:24][C:25]([F:28])([F:27])[F:26])=[CH:20][CH:19]=2)(=[O:17])=[O:16])=[CH:10][CH:9]=1)[CH2:3][S:4][C:5](=[O:7])[CH3:6].[OH-].[Li+].[C:31](Cl)(=O)[CH2:32][CH2:33]CC.O. Product: [O:1]=[C:2]([C:8]1[CH:13]=[CH:12][C:11]([NH:14][S:15]([C:18]2[CH:23]=[CH:22][C:21]([O:24][C:25]([F:28])([F:27])[F:26])=[CH:20][CH:19]=2)(=[O:17])=[O:16])=[CH:10][CH:9]=1)[CH2:3][S:4][C:5](=[O:7])[CH2:6][CH2:31][CH2:32][CH3:33]. The catalyst class is: 31. (2) Reactant: [CH3:1][O:2][C:3]1[CH:8]=[CH:7][C:6]([C:9]([CH3:13])([CH3:12])[C:10]#[N:11])=[CH:5][CH:4]=1.[Br:14]N1C(=O)CCC1=O. Product: [Br:14][C:4]1[CH:5]=[C:6]([C:9]([CH3:13])([CH3:12])[C:10]#[N:11])[CH:7]=[CH:8][C:3]=1[O:2][CH3:1]. The catalyst class is: 67. (3) Reactant: [O:1]=C[C@@H]([C@H]([C@@H]([C@@H](CO)O)O)O)O.[Br:13][C:14]1[CH:15]=[N:16][C:17]([O:20][CH2:21][CH2:22][O:23][C:24]2[N:29]=[CH:28][N:27]=[C:26]([NH:30][S:31]([C:34]3[CH:39]=[CH:38][C:37]([C:40]([CH3:43])([CH3:42])[CH3:41])=[CH:36][CH:35]=3)(=[O:33])=[O:32])[C:25]=2[C:44]2[CH:49]=[CH:48][C:47]([CH3:50])=[CH:46][CH:45]=2)=[N:18][CH:19]=1. Product: [Br:13][C:14]1[CH:19]=[N:18][C:17]([O:20][CH2:21][CH2:22][O:23][C:24]2[N:29]=[CH:28][N:27]=[C:26]([NH:30][S:31]([C:34]3[CH:39]=[CH:38][C:37]([C:40]([CH3:43])([CH3:42])[CH2:41][OH:1])=[CH:36][CH:35]=3)(=[O:32])=[O:33])[C:25]=2[C:44]2[CH:49]=[CH:48][C:47]([CH3:50])=[CH:46][CH:45]=2)=[N:16][CH:15]=1. The catalyst class is: 16. (4) Product: [F:1][C:2]1[CH:7]=[CH:6][C:5]([CH2:8][C:9]([NH2:12])([CH3:10])[CH3:11])=[CH:4][C:3]=1[CH3:15]. The catalyst class is: 6. Reactant: [F:1][C:2]1[CH:7]=[CH:6][C:5]([CH2:8][C:9]([NH:12]C=O)([CH3:11])[CH3:10])=[CH:4][C:3]=1[CH3:15].Cl.[OH-].[Na+]. (5) Reactant: [CH:1]([NH:3][CH2:4][C:5]1[N:10]=[C:9]([N:11]2[CH2:16][CH2:15][N:14]([C:17]([O:19][C:20]([CH3:23])([CH3:22])[CH3:21])=[O:18])[CH2:13][CH2:12]2)[C:8]([C:24]([O:26][CH3:27])=[O:25])=[CH:7][CH:6]=1)=[O:2].[Cl:28]N1C(=O)CCC1=O. Product: [Cl:28][C:6]1[CH:7]=[C:8]([C:24]([O:26][CH3:27])=[O:25])[C:9]([N:11]2[CH2:16][CH2:15][N:14]([C:17]([O:19][C:20]([CH3:21])([CH3:22])[CH3:23])=[O:18])[CH2:13][CH2:12]2)=[N:10][C:5]=1[CH2:4][NH:3][CH:1]=[O:2]. The catalyst class is: 7. (6) Reactant: C(OC(=O)[NH:7][C:8]1[CH:13]=[C:12]([O:14][CH3:15])[C:11]([C:16]([F:19])([F:18])[F:17])=[CH:10][C:9]=1[NH:20][C:21](=[O:37])[CH2:22][C:23](=O)[C:24]1[CH:29]=[CH:28][CH:27]=[C:26]([C:30]2[CH:35]=[CH:34][N:33]=[CH:32][CH:31]=2)[CH:25]=1)(C)(C)C.C(O)(C(F)(F)F)=O. Product: [CH3:15][O:14][C:12]1[C:11]([C:16]([F:19])([F:18])[F:17])=[CH:10][C:9]2[NH:20][C:21](=[O:37])[CH2:22][C:23]([C:24]3[CH:29]=[CH:28][CH:27]=[C:26]([C:30]4[CH:35]=[CH:34][N:33]=[CH:32][CH:31]=4)[CH:25]=3)=[N:7][C:8]=2[CH:13]=1. The catalyst class is: 2.